From a dataset of Forward reaction prediction with 1.9M reactions from USPTO patents (1976-2016). Predict the product of the given reaction. (1) Given the reactants C([O:3][C:4](=[O:33])[CH2:5][CH:6]([N:10]1[C:14]2[CH:15]=[CH:16][CH:17]=[CH:18][C:13]=2[N:12]([CH2:19][C:20]2[CH:25]=[CH:24][C:23]([NH2:26])=[C:22]([O:27][C:28]([F:31])([F:30])[F:29])[CH:21]=2)[C:11]1=[O:32])[CH2:7][CH2:8][CH3:9])C.[OH-].[Li+].Cl, predict the reaction product. The product is: [NH2:26][C:23]1[CH:24]=[CH:25][C:20]([CH2:19][N:12]2[C:13]3[CH:18]=[CH:17][CH:16]=[CH:15][C:14]=3[N:10]([CH:6]([CH2:7][CH2:8][CH3:9])[CH2:5][C:4]([OH:33])=[O:3])[C:11]2=[O:32])=[CH:21][C:22]=1[O:27][C:28]([F:30])([F:31])[F:29]. (2) Given the reactants [CH2:1]([N:3]1[CH:7]=[CH:6][C:5]([NH:8][C:9](=[O:30])[C:10]2[CH:15]=[C:14]([O:16]CC3C=CC=CC=3)[CH:13]=[C:12]([O:24][C@@H:25]([CH3:29])[CH2:26][O:27][CH3:28])[CH:11]=2)=[N:4]1)[CH3:2], predict the reaction product. The product is: [CH2:1]([N:3]1[CH:7]=[CH:6][C:5]([NH:8][C:9](=[O:30])[C:10]2[CH:11]=[C:12]([O:24][C@@H:25]([CH3:29])[CH2:26][O:27][CH3:28])[CH:13]=[C:14]([OH:16])[CH:15]=2)=[N:4]1)[CH3:2]. (3) Given the reactants CS(O[CH2:6][C:7]1[CH:12]=[CH:11][C:10]([N+:13]([O-:15])=[O:14])=[C:9]([N+:16]([O-:18])=[O:17])[CH:8]=1)(=O)=O.C(N(CC)CC)C.[N:26]1([CH:32]2[CH2:37][CH2:36][NH:35][CH2:34][CH2:33]2)[CH2:31][CH2:30][CH2:29][CH2:28][CH2:27]1, predict the reaction product. The product is: [N+:16]([C:9]1[CH:8]=[C:7]([CH:12]=[CH:11][C:10]=1[N+:13]([O-:15])=[O:14])[CH2:6][N:35]1[CH2:36][CH2:37][CH:32]([N:26]2[CH2:31][CH2:30][CH2:29][CH2:28][CH2:27]2)[CH2:33][CH2:34]1)([O-:18])=[O:17]. (4) Given the reactants [Cl:1][C:2]1[CH:10]=[CH:9][C:8]2[NH:7][C:6]3[CH2:11][CH2:12][N:13]([CH3:15])[CH2:14][C:5]=3[C:4]=2[CH:3]=1.N1CCC[C@H]1C(O)=O.P([O-])([O-])([O-])=O.[K+].[K+].[K+].Br[CH:33]=[C:34]([C:36]1[CH:41]=[CH:40][CH:39]=[CH:38][C:37]=1[Cl:42])[CH3:35], predict the reaction product. The product is: [Cl:1][C:2]1[CH:10]=[CH:9][C:8]2[N:7](/[CH:33]=[C:34](/[C:36]3[CH:41]=[CH:40][CH:39]=[CH:38][C:37]=3[Cl:42])\[CH3:35])[C:6]3[CH2:11][CH2:12][N:13]([CH3:15])[CH2:14][C:5]=3[C:4]=2[CH:3]=1.